This data is from Peptide-MHC class I binding affinity with 185,985 pairs from IEDB/IMGT. The task is: Regression. Given a peptide amino acid sequence and an MHC pseudo amino acid sequence, predict their binding affinity value. This is MHC class I binding data. The peptide sequence is MMWEINGPK. The MHC is HLA-A02:19 with pseudo-sequence HLA-A02:19. The binding affinity (normalized) is 0.0847.